Dataset: Catalyst prediction with 721,799 reactions and 888 catalyst types from USPTO. Task: Predict which catalyst facilitates the given reaction. (1) Reactant: CNCCNC.Br[C:8]1[CH:13]=[CH:12][C:11]([C:14]2([NH:17][C:18](=[O:24])[O:19][C:20]([CH3:23])([CH3:22])[CH3:21])[CH2:16][CH2:15]2)=[CH:10][CH:9]=1.[I-:25].[Na+].N. Product: [C:20]([O:19][C:18](=[O:24])[NH:17][C:14]1([C:11]2[CH:12]=[CH:13][C:8]([I:25])=[CH:9][CH:10]=2)[CH2:16][CH2:15]1)([CH3:23])([CH3:22])[CH3:21]. The catalyst class is: 185. (2) Reactant: [OH-].[Na+].[CH3:3][O:4][C:5]1[N:10]=[C:9]2[NH:11][C:12]3[C:17]([C:18]([O:20]C)=[O:19])=[CH:16][C:15]([C:22]4[CH:27]=[CH:26][C:25]([O:28][CH3:29])=[CH:24][CH:23]=4)=[N:14][C:13]=3[C:8]2=[CH:7][CH:6]=1. Product: [CH3:3][O:4][C:5]1[N:10]=[C:9]2[NH:11][C:12]3[C:17]([C:18]([OH:20])=[O:19])=[CH:16][C:15]([C:22]4[CH:23]=[CH:24][C:25]([O:28][CH3:29])=[CH:26][CH:27]=4)=[N:14][C:13]=3[C:8]2=[CH:7][CH:6]=1. The catalyst class is: 83. (3) Reactant: [S:1](=[O:5])(=[O:4])([OH:3])[OH:2].[CH3:6][O:7][C:8]1[CH:9]=[C:10]2[CH2:19][CH:18]([CH2:20][CH:21]3[CH2:26][CH2:25][N:24]([CH2:27][C:28]4[CH:29]=[CH:30][CH:31]=[CH:32][CH:33]=4)[CH2:23][CH2:22]3)[C:16](=[O:17])[C:11]2=[CH:12][C:13]=1[O:14][CH3:15]. Product: [CH3:6][O:7][C:8]1[CH:9]=[C:10]2[CH2:19][CH:18]([CH2:20][CH:21]3[CH2:22][CH2:23][N:24]([CH2:27][C:28]4[CH:33]=[CH:32][CH:31]=[CH:30][CH:29]=4)[CH2:25][CH2:26]3)[C:16](=[O:17])[C:11]2=[CH:12][C:13]=1[O:14][CH3:15].[S:1]([O-:5])([O-:4])(=[O:3])=[O:2]. The catalyst class is: 13. (4) Reactant: II.[S:3]=[C:4]([C@@H:9]([C:11]1[CH:16]=[CH:15][C:14]([NH:17][C:18]2[S:19][CH:20]=[C:21]([C:23]([F:26])([F:25])[F:24])[N:22]=2)=[CH:13][CH:12]=1)[CH3:10])[CH2:5][C:6]([NH2:8])=[O:7].C([O-])([O-])=O.[K+].[K+].Cl. Product: [F:24][C:23]([F:25])([F:26])[C:21]1[N:22]=[C:18]([NH:17][C:14]2[CH:13]=[CH:12][C:11]([C@H:9]([C:4]3[S:3][N:8]=[C:6]([OH:7])[CH:5]=3)[CH3:10])=[CH:16][CH:15]=2)[S:19][CH:20]=1. The catalyst class is: 88. (5) Reactant: Cl.[CH3:2][O:3][C:4]1[CH:9]=[CH:8][N:7]=[C:6]([CH3:10])[C:5]=1[CH2:11][NH2:12].[CH3:13][C:14]1[CH:23]=[CH:22][C:21]2[C:16](=[CH:17][CH:18]=[C:19]([CH2:24][N:25]3[CH:29]=[C:28]([C:30](O)=[O:31])[N:27]=[N:26]3)[CH:20]=2)[N:15]=1.CN(C(ON1N=NC2C=CC=NC1=2)=[N+](C)C)C.F[P-](F)(F)(F)(F)F.CCN(C(C)C)C(C)C. Product: [CH3:2][O:3][C:4]1[CH:9]=[CH:8][N:7]=[C:6]([CH3:10])[C:5]=1[CH2:11][NH:12][C:30]([C:28]1[N:27]=[N:26][N:25]([CH2:24][C:19]2[CH:20]=[C:21]3[C:16](=[CH:17][CH:18]=2)[N:15]=[C:14]([CH3:13])[CH:23]=[CH:22]3)[CH:29]=1)=[O:31]. The catalyst class is: 2. (6) Reactant: [CH2:1]([N:8]1[CH2:13][CH2:12][CH2:11][CH:10]([C:14]2[CH:19]=[CH:18][C:17]([O:20][CH3:21])=[CH:16][C:15]=2[O:22][CH3:23])[C:9]1=[O:24])[C:2]1[CH:7]=[CH:6][CH:5]=[CH:4][CH:3]=1.C([N-]C(C)C)(C)C.[Li+].Cl[C:34]([O:36][CH3:37])=[O:35]. Product: [CH3:37][O:36][C:34]([C:10]1([C:14]2[CH:19]=[CH:18][C:17]([O:20][CH3:21])=[CH:16][C:15]=2[O:22][CH3:23])[CH2:11][CH2:12][CH2:13][N:8]([CH2:1][C:2]2[CH:7]=[CH:6][CH:5]=[CH:4][CH:3]=2)[C:9]1=[O:24])=[O:35]. The catalyst class is: 7.